Predict the product of the given reaction. From a dataset of Forward reaction prediction with 1.9M reactions from USPTO patents (1976-2016). (1) Given the reactants [CH3:1][C@H:2]([O:10][C:11]1[CH:12]=[C:13]([CH:27]=[C:28]([O:30]CC2C=CC=CC=2)[CH:29]=1)[C:14]([NH:16][C:17]1[N:22]=[CH:21][C:20]([C:23]([O:25][CH3:26])=[O:24])=[CH:19][CH:18]=1)=[O:15])[CH2:3][C:4]1[CH:9]=[CH:8][CH:7]=[CH:6][CH:5]=1.C1COCC1.[H][H], predict the reaction product. The product is: [CH3:1][C@H:2]([O:10][C:11]1[CH:12]=[C:13]([CH:27]=[C:28]([OH:30])[CH:29]=1)[C:14]([NH:16][C:17]1[N:22]=[CH:21][C:20]([C:23]([O:25][CH3:26])=[O:24])=[CH:19][CH:18]=1)=[O:15])[CH2:3][C:4]1[CH:5]=[CH:6][CH:7]=[CH:8][CH:9]=1. (2) Given the reactants [Br:1][C:2]1[CH:21]=[CH:20][C:5]([C:6]([N:8]2[CH2:11][CH:10]([NH:12]C(=O)OC(C)(C)C)[CH2:9]2)=[O:7])=[CH:4][CH:3]=1.FC(F)(F)C(O)=O, predict the reaction product. The product is: [NH2:12][CH:10]1[CH2:11][N:8]([C:6]([C:5]2[CH:20]=[CH:21][C:2]([Br:1])=[CH:3][CH:4]=2)=[O:7])[CH2:9]1.